Predict the product of the given reaction. From a dataset of Forward reaction prediction with 1.9M reactions from USPTO patents (1976-2016). Given the reactants [H-].[Na+].[C:3](#[N:5])[CH3:4].[CH3:6][O:7][C:8]1[CH:17]=[CH:16][C:11]([C:12](OC)=[O:13])=[CH:10][CH:9]=1, predict the reaction product. The product is: [CH3:6][O:7][C:8]1[CH:17]=[CH:16][C:11]([C:12](=[O:13])[CH2:4][C:3]#[N:5])=[CH:10][CH:9]=1.